This data is from NCI-60 drug combinations with 297,098 pairs across 59 cell lines. The task is: Regression. Given two drug SMILES strings and cell line genomic features, predict the synergy score measuring deviation from expected non-interaction effect. Drug 1: CCC1=CC2CC(C3=C(CN(C2)C1)C4=CC=CC=C4N3)(C5=C(C=C6C(=C5)C78CCN9C7C(C=CC9)(C(C(C8N6C)(C(=O)OC)O)OC(=O)C)CC)OC)C(=O)OC.C(C(C(=O)O)O)(C(=O)O)O. Drug 2: COC1=C2C(=CC3=C1OC=C3)C=CC(=O)O2. Cell line: NCI-H522. Synergy scores: CSS=59.7, Synergy_ZIP=11.9, Synergy_Bliss=11.4, Synergy_Loewe=-25.6, Synergy_HSA=12.3.